This data is from Catalyst prediction with 721,799 reactions and 888 catalyst types from USPTO. The task is: Predict which catalyst facilitates the given reaction. (1) Reactant: C([O:8][C:9]1[CH:14]=[CH:13][C:12]([O:15][CH3:16])=[CH:11][C:10]=1[C:17]([F:20])([F:19])[F:18])C1C=CC=CC=1.[H][H]. Product: [CH3:16][O:15][C:12]1[CH:13]=[CH:14][C:9]([OH:8])=[C:10]([C:17]([F:18])([F:19])[F:20])[CH:11]=1. The catalyst class is: 78. (2) Reactant: [CH3:1][NH:2][CH3:3].C(N(CC)CC)C.CN(C)CCCN=C=NCC.[C:22]([OH:28])(=O)[CH2:23][CH2:24][C:25]#[CH:26]. Product: [CH3:1][N:2]([CH3:3])[C:22](=[O:28])[CH2:23][CH2:24][C:25]#[CH:26]. The catalyst class is: 2. (3) Reactant: [Br:1][C:2]1[CH:3]=[C:4]2[C:9](=[CH:10][CH:11]=1)[N:8](CC1C=CC(OC)=CC=1)[C:7](=[O:21])[NH:6][C:5]2([CH2:26][NH:27][C:28](=[O:36])[C:29]1[CH:34]=[CH:33][C:32]([F:35])=[CH:31][CH:30]=1)[C:22]([F:25])([F:24])[F:23].[N+]([O-])([O-])=O.[NH4+].[Ce].S(S([O-])=O)([O-])(=O)=O.[Na+].[Na+]. Product: [Br:1][C:2]1[CH:3]=[C:4]2[C:9](=[CH:10][CH:11]=1)[NH:8][C:7](=[O:21])[NH:6][C:5]2([CH2:26][NH:27][C:28](=[O:36])[C:29]1[CH:30]=[CH:31][C:32]([F:35])=[CH:33][CH:34]=1)[C:22]([F:25])([F:23])[F:24]. The catalyst class is: 115. (4) Reactant: [CH3:1][S:2](Cl)(=[O:4])=[O:3].[Cl:6][C:7]1[CH:8]=[CH:9][C:10]([NH:27][C:28]2[C:36]3[C:31](=[CH:32][N:33]=[CH:34][CH:35]=3)[O:30][C:29]=2[C:37]2[N:42]=[CH:41][CH:40]=[CH:39][N:38]=2)=[C:11]2[C:15]=1[N:14]([C:16]([O:18][C:19]([CH3:22])([CH3:21])[CH3:20])=[O:17])[N:13]=[C:12]2[CH2:23][CH2:24][CH2:25][OH:26].C(N(CC)CC)C. Product: [Cl:6][C:7]1[CH:8]=[CH:9][C:10]([NH:27][C:28]2[C:36]3[C:31](=[CH:32][N:33]=[CH:34][CH:35]=3)[O:30][C:29]=2[C:37]2[N:38]=[CH:39][CH:40]=[CH:41][N:42]=2)=[C:11]2[C:15]=1[N:14]([C:16]([O:18][C:19]([CH3:20])([CH3:22])[CH3:21])=[O:17])[N:13]=[C:12]2[CH2:23][CH2:24][CH2:25][O:26][S:2]([CH3:1])(=[O:4])=[O:3]. The catalyst class is: 4. (5) Reactant: [H-].[Na+].[CH3:3][CH:4]([CH3:8])[CH:5]([OH:7])[CH3:6].[Cl:9][C:10]1[CH:15]=[C:14](Cl)[N:13]=[CH:12][N:11]=1.[Cl-].[NH4+]. Product: [Cl:9][C:10]1[CH:15]=[C:14]([O:7][CH:5]([CH3:6])[CH:4]([CH3:8])[CH3:3])[N:13]=[CH:12][N:11]=1. The catalyst class is: 7. (6) Reactant: [CH2:1]([Sn:5](Cl)([CH2:10][CH2:11][CH2:12][CH3:13])[CH2:6][CH2:7][CH2:8][CH3:9])[CH2:2][CH2:3][CH3:4].C[Si]([N-][Si](C)(C)C)(C)C.[Li+].C1COCC1.[N+:30]([C:33]1[CH:54]=[CH:53][C:36]([CH2:37][O:38][C:39]([NH:41][CH2:42][CH2:43][S:44][C:45]2[N:46]=[CH:47][N:48]3[CH:52]=[CH:51][S:50][C:49]=23)=[O:40])=[CH:35][CH:34]=1)([O-:32])=[O:31].[Cl-].[NH4+]. Product: [N+:30]([C:33]1[CH:34]=[CH:35][C:36]([CH2:37][O:38][C:39]([NH:41][CH2:42][CH2:43][S:44][C:45]2[N:46]=[CH:47][N:48]3[CH:52]=[C:51]([Sn:5]([CH2:10][CH2:11][CH2:12][CH3:13])([CH2:6][CH2:7][CH2:8][CH3:9])[CH2:1][CH2:2][CH2:3][CH3:4])[S:50][C:49]=23)=[O:40])=[CH:53][CH:54]=1)([O-:32])=[O:31]. The catalyst class is: 1. (7) Reactant: [Si:1]([O:8][C@H:9]1[C@@H:13]([O:14][Si:15]([C:18]([CH3:21])([CH3:20])[CH3:19])([CH3:17])[CH3:16])[C@H:12]([N:22]2[CH:27]=[CH:26][C:25](=[O:28])[N:24]([CH2:29][C:30]3[CH:35]=[CH:34][C:33]([O:36][CH3:37])=[CH:32][CH:31]=3)[C:23]2=[O:38])[O:11][CH:10]1[C@H:39]([OH:76])[C@@H:40]([C:69]([O:71][C:72]([CH3:75])([CH3:74])[CH3:73])=[O:70])[NH:41][CH2:42][CH2:43][CH2:44][NH:45][C:46](=[O:68])[C@H:47]([CH2:59][CH2:60][C:61]([O:63][C:64]([CH3:67])([CH3:66])[CH3:65])=[O:62])[NH:48]C(=O)OCC1C=CC=CC=1)([C:4]([CH3:7])([CH3:6])[CH3:5])([CH3:3])[CH3:2]. Product: [NH2:48][C@H:47]([C:46]([NH:45][CH2:44][CH2:43][CH2:42][NH:41][C@H:40]([C:69]([O:71][C:72]([CH3:75])([CH3:74])[CH3:73])=[O:70])[C@H:39]([CH:10]1[C@@H:9]([O:8][Si:1]([C:4]([CH3:7])([CH3:6])[CH3:5])([CH3:2])[CH3:3])[C@@H:13]([O:14][Si:15]([C:18]([CH3:21])([CH3:20])[CH3:19])([CH3:16])[CH3:17])[C@H:12]([N:22]2[CH:27]=[CH:26][C:25](=[O:28])[N:24]([CH2:29][C:30]3[CH:31]=[CH:32][C:33]([O:36][CH3:37])=[CH:34][CH:35]=3)[C:23]2=[O:38])[O:11]1)[OH:76])=[O:68])[CH2:59][CH2:60][C:61]([O:63][C:64]([CH3:65])([CH3:66])[CH3:67])=[O:62]. The catalyst class is: 19. (8) Reactant: C([N:8]1[CH2:12][CH2:11][C@@:10]([S:29]([C:32]2[CH:37]=[CH:36][C:35]([F:38])=[C:34]([CH3:39])[CH:33]=2)(=[O:31])=[O:30])([C:13]2[CH:18]=[CH:17][C:16]([C:19]([F:28])([C:24]([F:27])([F:26])[F:25])[C:20]([F:23])([F:22])[F:21])=[CH:15][CH:14]=2)[CH2:9]1)C1C=CC=CC=1.[H][H]. The catalyst class is: 43. Product: [F:38][C:35]1[CH:36]=[CH:37][C:32]([S:29]([C@@:10]2([C:13]3[CH:14]=[CH:15][C:16]([C:19]([F:28])([C:20]([F:21])([F:22])[F:23])[C:24]([F:27])([F:26])[F:25])=[CH:17][CH:18]=3)[CH2:11][CH2:12][NH:8][CH2:9]2)(=[O:30])=[O:31])=[CH:33][C:34]=1[CH3:39].